Predict the reactants needed to synthesize the given product. From a dataset of Full USPTO retrosynthesis dataset with 1.9M reactions from patents (1976-2016). (1) The reactants are: Br[C:2]1[CH:3]=[C:4]2[C:9](=[CH:10][CH:11]=1)[N:8]=[C:7]([NH:12][C:13]([C:15]1[CH:19]=[C:18]([CH3:20])[N:17]([C:21]3[CH:26]=[CH:25][CH:24]=[CH:23][CH:22]=3)[C:16]=1[CH3:27])=[O:14])[CH:6]=[CH:5]2.[B-](F)(F)(F)[CH2:29][N:30]1[CH2:35][CH2:34][O:33][CH2:32][CH2:31]1.[K+].C1(P(C2CCCCC2)C2C=CC=CC=2C2C(C(C)C)=CC(C(C)C)=CC=2C(C)C)CCCCC1.C(=O)([O-])[O-].[Cs+].[Cs+]. Given the product [CH3:20][C:18]1[N:17]([C:21]2[CH:22]=[CH:23][CH:24]=[CH:25][CH:26]=2)[C:16]([CH3:27])=[C:15]([C:13]([NH:12][C:7]2[CH:6]=[CH:5][C:4]3[CH:3]=[C:2]([CH2:29][N:30]4[CH2:35][CH2:34][O:33][CH2:32][CH2:31]4)[CH:11]=[CH:10][C:9]=3[N:8]=2)=[O:14])[CH:19]=1, predict the reactants needed to synthesize it. (2) Given the product [NH2:7][C:6]1[CH:5]=[C:4]([NH:1][C:18]([NH:17][C:11]2[CH:16]=[CH:15][CH:14]=[CH:13][CH:12]=2)=[O:19])[CH:10]=[CH:9][CH:8]=1, predict the reactants needed to synthesize it. The reactants are: [N+:1]([C:4]1[CH:5]=[C:6]([CH:8]=[CH:9][CH:10]=1)[NH2:7])([O-])=O.[C:11]1([N:17]=[C:18]=[O:19])[CH:16]=[CH:15][CH:14]=[CH:13][CH:12]=1. (3) The reactants are: [F:1][C:2]1[CH:11]=[C:10]2[C:5]([C:6](=[O:23])[C:7]([C:18]([O:20][CH2:21][CH3:22])=[O:19])=[CH:8][N:9]2[C@@H:12]([CH:15]([CH3:17])[CH3:16])[CH2:13][OH:14])=[CH:4][C:3]=1[I:24].N1C=CC=CC=1.Cl[C:32]([O:34][CH3:35])=[O:33]. Given the product [F:1][C:2]1[CH:11]=[C:10]2[C:5]([C:6](=[O:23])[C:7]([C:18]([O:20][CH2:21][CH3:22])=[O:19])=[CH:8][N:9]2[C@@H:12]([CH:15]([CH3:16])[CH3:17])[CH2:13][O:14][C:32]([O:34][CH3:35])=[O:33])=[CH:4][C:3]=1[I:24], predict the reactants needed to synthesize it. (4) Given the product [Cl:18][C:19]1[CH:27]=[CH:26][CH:25]=[C:24]([Cl:28])[C:20]=1[C:21]([NH:10][C@H:9]([C:11]([OH:13])=[O:12])[CH2:8][C:7]1[CH:6]=[CH:5][C:4]([N+:1]([O-:3])=[O:2])=[CH:15][CH:14]=1)=[O:22], predict the reactants needed to synthesize it. The reactants are: [N+:1]([C:4]1[CH:15]=[CH:14][C:7]([CH2:8][C@@H:9]([C:11]([OH:13])=[O:12])[NH2:10])=[CH:6][CH:5]=1)([O-:3])=[O:2].[OH-].[Na+].[Cl:18][C:19]1[CH:27]=[CH:26][CH:25]=[C:24]([Cl:28])[C:20]=1[C:21](Cl)=[O:22].Cl. (5) Given the product [F:39][C:3]([F:2])([F:38])[C:4]1[CH:5]=[C:6]([C@H:14]([O:16][C@H:17]2[CH2:22][CH2:21][N:20]([C:23]([C@H:25]3[CH2:26][CH2:27][C@H:28]([NH:31][C:43](=[O:44])[CH2:42][O:41][CH3:40])[CH2:29][CH2:30]3)=[O:24])[CH2:19][C@H:18]2[C:32]2[CH:33]=[CH:34][CH:35]=[CH:36][CH:37]=2)[CH3:15])[CH:7]=[C:8]([C:10]([F:12])([F:11])[F:13])[CH:9]=1, predict the reactants needed to synthesize it. The reactants are: Cl.[F:2][C:3]([F:39])([F:38])[C:4]1[CH:5]=[C:6]([C@H:14]([O:16][C@H:17]2[CH2:22][CH2:21][N:20]([C:23]([C@H:25]3[CH2:30][CH2:29][C@H:28]([NH2:31])[CH2:27][CH2:26]3)=[O:24])[CH2:19][C@H:18]2[C:32]2[CH:37]=[CH:36][CH:35]=[CH:34][CH:33]=2)[CH3:15])[CH:7]=[C:8]([C:10]([F:13])([F:12])[F:11])[CH:9]=1.[CH3:40][O:41][CH2:42][C:43](O)=[O:44].CCN=C=NCCCN(C)C.Cl.C1C=CC2N(O)N=NC=2C=1.CCN(C(C)C)C(C)C. (6) Given the product [CH3:22][CH:23]([CH3:28])[CH2:24][C:25]([NH:1][C:2]1[C:11]2[C:6](=[CH:7][CH:8]=[CH:9][CH:10]=2)[CH:5]=[CH:4][C:3]=1[C:12]([OH:21])([C:13]([F:14])([F:15])[F:16])[C:17]([F:18])([F:19])[F:20])=[O:26], predict the reactants needed to synthesize it. The reactants are: [NH2:1][C:2]1[C:11]2[C:6](=[CH:7][CH:8]=[CH:9][CH:10]=2)[CH:5]=[CH:4][C:3]=1[C:12]([OH:21])([C:17]([F:20])([F:19])[F:18])[C:13]([F:16])([F:15])[F:14].[CH3:22][CH:23]([CH3:28])[CH2:24][C:25](Cl)=[O:26]. (7) Given the product [F:15][C:12]([F:13])([F:14])[S:9]([O:8][C:7]1[CH:6]=[CH:5][C:4]([CH2:16][C:17]([NH:20][C:21]2[CH:22]=[CH:23][C:24]([N:27]3[CH2:32][CH2:31][N:30]([C:33](=[O:35])[CH3:34])[CH2:29][CH2:28]3)=[CH:25][N:26]=2)=[O:19])=[CH:3][C:2]=1[Cl:1])(=[O:10])=[O:11], predict the reactants needed to synthesize it. The reactants are: [Cl:1][C:2]1[CH:3]=[C:4]([CH2:16][C:17]([OH:19])=O)[CH:5]=[CH:6][C:7]=1[O:8][S:9]([C:12]([F:15])([F:14])[F:13])(=[O:11])=[O:10].[NH2:20][C:21]1[N:26]=[CH:25][C:24]([N:27]2[CH2:32][CH2:31][N:30]([C:33](=[O:35])[CH3:34])[CH2:29][CH2:28]2)=[CH:23][CH:22]=1.CN(C(ON1N=NC2C=CC=NC1=2)=[N+](C)C)C.F[P-](F)(F)(F)(F)F.CCN(C(C)C)C(C)C.